From a dataset of Full USPTO retrosynthesis dataset with 1.9M reactions from patents (1976-2016). Predict the reactants needed to synthesize the given product. (1) Given the product [CH3:36][N:37]([CH2:30][C:26]1[CH:25]=[C:24]([C:4]2[CH:5]=[C:6]3[C:10](=[C:2]([CH3:1])[CH:3]=2)[C:9](=[O:11])[N:8]([CH2:12][C:13]2[CH:14]=[CH:15][C:16]([O:19][C:20]([F:23])([F:22])[F:21])=[CH:17][CH:18]=2)[CH2:7]3)[CH:29]=[N:28][CH:27]=1)[CH3:38], predict the reactants needed to synthesize it. The reactants are: [CH3:1][C:2]1[CH:3]=[C:4]([C:24]2[CH:25]=[C:26]([CH2:30]OS(C)(=O)=O)[CH:27]=[N:28][CH:29]=2)[CH:5]=[C:6]2[C:10]=1[C:9](=[O:11])[N:8]([CH2:12][C:13]1[CH:18]=[CH:17][C:16]([O:19][C:20]([F:23])([F:22])[F:21])=[CH:15][CH:14]=1)[CH2:7]2.[CH3:36][NH:37][CH3:38]. (2) The reactants are: [CH2:1]([O:3][C:4](=[O:17])[CH2:5][C:6]1[N:7]=[C:8]([CH3:16])[S:9][C:10]=1[C:11]([O:13]CC)=O)[CH3:2].[F:18][C:19]1[CH:28]=[C:27]([I:29])[CH:26]=[CH:25][C:20]=1[N:21]=[C:22]=[N:23][CH3:24]. Given the product [F:18][C:19]1[CH:28]=[C:27]([I:29])[CH:26]=[CH:25][C:20]=1[NH:21][C:22]1[N:23]([CH3:24])[C:11](=[O:13])[C:10]2[S:9][C:8]([CH3:16])=[N:7][C:6]=2[C:5]=1[C:4]([O:3][CH2:1][CH3:2])=[O:17], predict the reactants needed to synthesize it.